Dataset: Full USPTO retrosynthesis dataset with 1.9M reactions from patents (1976-2016). Task: Predict the reactants needed to synthesize the given product. (1) Given the product [Br:6][C:7]1[CH:15]=[C:14]2[C:10]([C:11]([CH:22]=[O:23])=[CH:12][NH:13]2)=[CH:9][CH:8]=1, predict the reactants needed to synthesize it. The reactants are: O=P(Cl)(Cl)Cl.[Br:6][C:7]1[CH:15]=[C:14]2[C:10]([CH:11]=[CH:12][NH:13]2)=[CH:9][CH:8]=1.O.[OH-].[Na+].CN([CH:22]=[O:23])C. (2) Given the product [CH2:26]([O:24][CH:12]([CH2:11][CH2:10][CH2:9][CH2:8][CH2:7][CH2:6][CH2:5][CH2:4][CH2:3][CH2:2][CH3:1])[CH2:13][CH2:14][CH2:15][CH2:16][CH2:17][CH2:18][CH2:19][CH2:20][CH2:21][CH2:22][CH3:23])[CH2:27][CH2:28][CH3:29], predict the reactants needed to synthesize it. The reactants are: [CH3:1][CH2:2][CH2:3][CH2:4][CH2:5][CH2:6][CH2:7][CH2:8][CH2:9][CH2:10][CH2:11][CH:12]([O-:24])[CH2:13][CH2:14][CH2:15][CH2:16][CH2:17][CH2:18][CH2:19][CH2:20][CH2:21][CH2:22][CH3:23].[Na+].[CH2:26](Cl)[CH2:27][CH2:28][CH3:29]. (3) Given the product [CH:11]1[CH:12]([OH:13])[CH:7]=[CH:8][C:9]([C:14]([OH:16])=[O:15])([CH2:23][C:24]([C:25]([OH:27])=[O:26])=[O:28])[CH:10]=1, predict the reactants needed to synthesize it. The reactants are: C=C(O[C@H:7]1[C@H:12]([OH:13])[CH:11]=[CH:10][C:9]([C:14]([OH:16])=[O:15])=[CH:8]1)C(O)=O.C1([CH2:23][C:24](=[O:28])[C:25]([O-:27])=[O:26])C=CC=CC=1. (4) Given the product [Cl:1][C:2]1[CH:7]=[CH:6][C:5]([S:8]([NH:11][C:12]2[C:13]([C:19]3[N:43]([C:42]4[N:38]([CH3:37])[N:39]=[CH:40][CH:41]=4)[CH:34]=[N:22][N:21]=3)=[N:14][CH:15]=[C:16]([Cl:18])[CH:17]=2)(=[O:10])=[O:9])=[CH:4][C:3]=1[C:23]([F:26])([F:25])[F:24], predict the reactants needed to synthesize it. The reactants are: [Cl:1][C:2]1[CH:7]=[CH:6][C:5]([S:8]([NH:11][C:12]2[C:13]([C:19]([NH:21][NH2:22])=O)=[N:14][CH:15]=[C:16]([Cl:18])[CH:17]=2)(=[O:10])=[O:9])=[CH:4][C:3]=1[C:23]([F:26])([F:25])[F:24].COC(OC)OC.[C:34](#N)C.[CH3:37][N:38]1[C:42]([NH2:43])=[CH:41][CH:40]=[N:39]1.